Dataset: Catalyst prediction with 721,799 reactions and 888 catalyst types from USPTO. Task: Predict which catalyst facilitates the given reaction. (1) Reactant: [C:1]([C:3]1[CH:8]=[CH:7][C:6]([CH2:9][CH2:10][CH:11]([C:18]([O:20][CH2:21][CH:22]=[CH2:23])=[O:19])[C:12]([O:14][CH2:15][CH:16]=[CH2:17])=[O:13])=[CH:5][CH:4]=1)#[N:2].[H-].[Na+].[F:26][C:27]1[CH:28]=[C:29]([CH:32]=[C:33]([F:46])[C:34]=1[O:35][Si:36]([CH:43]([CH3:45])[CH3:44])([CH:40]([CH3:42])[CH3:41])[CH:37]([CH3:39])[CH3:38])[CH2:30]Br.[Cl-].[NH4+]. Product: [C:1]([C:3]1[CH:8]=[CH:7][C:6]([CH2:9][CH2:10][C:11]([CH2:30][C:29]2[CH:28]=[C:27]([F:26])[C:34]([O:35][Si:36]([CH:40]([CH3:42])[CH3:41])([CH:43]([CH3:45])[CH3:44])[CH:37]([CH3:39])[CH3:38])=[C:33]([F:46])[CH:32]=2)([C:12]([O:14][CH2:15][CH:16]=[CH2:17])=[O:13])[C:18]([O:20][CH2:21][CH:22]=[CH2:23])=[O:19])=[CH:5][CH:4]=1)#[N:2]. The catalyst class is: 12. (2) Reactant: [Cl:1][C:2]1[CH:3]=[CH:4][C:5]([NH2:8])=[N:6][CH:7]=1.CO[C:11]([N:15]([CH3:17])[CH3:16])(OC)[CH3:12]. Product: [Cl:1][C:2]1[CH:3]=[CH:4][C:5](/[N:8]=[C:11](/[N:15]([CH3:17])[CH3:16])\[CH3:12])=[N:6][CH:7]=1. The catalyst class is: 5. (3) Reactant: [CH3:1][O:2][C:3]1[CH:4]=[C:5]2[C:10](=[CH:11][C:12]=1[O:13][CH3:14])[N:9]=[CH:8][N:7]=[C:6]2[O:15][C:16]1[CH:22]=[CH:21][C:19]([NH2:20])=[CH:18][CH:17]=1.[CH3:23][O:24][C:25]1[CH:30]=[CH:29][CH:28]=[CH:27][C:26]=1[N:31]=[C:32]=[O:33].CO. Product: [CH3:1][O:2][C:3]1[CH:4]=[C:5]2[C:10](=[CH:11][C:12]=1[O:13][CH3:14])[N:9]=[CH:8][N:7]=[C:6]2[O:15][C:16]1[CH:22]=[CH:21][C:19]([NH:20][C:32]([NH:31][C:26]2[CH:27]=[CH:28][CH:29]=[CH:30][C:25]=2[O:24][CH3:23])=[O:33])=[CH:18][CH:17]=1. The catalyst class is: 22. (4) Reactant: [Br:1][C:2]1[CH:7]=[C:6]([CH3:8])[C:5]([CH:9]2[C:13](=[O:14])[CH:12]=[CH:11][CH:10]2[OH:15])=[C:4]([CH3:16])[CH:3]=1.CC(C)=O.OS(O)(=O)=O.O=[Cr](=O)=O. Product: [Br:1][C:2]1[CH:3]=[C:4]([CH3:16])[C:5]([CH:9]2[C:13](=[O:14])[CH:12]=[CH:11][C:10]2=[O:15])=[C:6]([CH3:8])[CH:7]=1. The catalyst class is: 21. (5) Reactant: [CH2:1]([N:8]1[C:13](=[O:14])[CH2:12][O:11][C@H:10]([CH3:15])[C@H:9]1[C:16]([OH:18])=[O:17])[C:2]1[CH:7]=[CH:6][CH:5]=[CH:4][CH:3]=1.Br[CH2:20][C:21]1[CH:26]=[CH:25][CH:24]=[CH:23][CH:22]=1.C(=O)([O-])[O-].[K+].[K+]. Product: [CH2:1]([N:8]1[C:13](=[O:14])[CH2:12][O:11][C@H:10]([CH3:15])[C@H:9]1[C:16]([O:18][CH2:20][C:21]1[CH:26]=[CH:25][CH:24]=[CH:23][CH:22]=1)=[O:17])[C:2]1[CH:7]=[CH:6][CH:5]=[CH:4][CH:3]=1. The catalyst class is: 10. (6) Reactant: [NH:1]1[CH2:6][CH2:5][O:4][CH2:3][CH2:2]1.C([BH3-])#N.[Na+].[ClH:11].[N:12]12[CH2:19][CH2:18][CH:15]([CH2:16][CH2:17]1)[C@@H:14]([NH:20][C:21]([C:23]1[S:24][C:25]3[CH:31]=[C:30]([C:32]4[CH:37]=[CH:36][C:35]([CH:38]=O)=[CH:34][CH:33]=4)[CH:29]=[CH:28][C:26]=3[CH:27]=1)=[O:22])[CH2:13]2.CO. The catalyst class is: 15. Product: [ClH:11].[ClH:11].[N:12]12[CH2:17][CH2:16][CH:15]([CH2:18][CH2:19]1)[C@@H:14]([NH:20][C:21]([C:23]1[S:24][C:25]3[CH:31]=[C:30]([C:32]4[CH:33]=[CH:34][C:35]([CH2:38][N:1]5[CH2:6][CH2:5][O:4][CH2:3][CH2:2]5)=[CH:36][CH:37]=4)[CH:29]=[CH:28][C:26]=3[CH:27]=1)=[O:22])[CH2:13]2. (7) Reactant: [CH3:1][O:2][C:3]1[CH:4]=[C:5]2[C:9](=[CH:10][CH:11]=1)[NH:8][C:7](=[O:12])[CH2:6]2.[CH3:13][S:14]([C:17]1[C:18]([C:25]2[CH:30]=[CH:29][CH:28]=[CH:27][CH:26]=2)=[C:19]([CH:23]=O)[NH:20][C:21]=1[CH3:22])(=[O:16])=[O:15].CC1(C)C(C)(C)OB(C2C=CC=C3C=2C=CN3)O1.N1CCCCC1. Product: [CH3:13][S:14]([C:17]1[C:18]([C:25]2[CH:30]=[CH:29][CH:28]=[CH:27][CH:26]=2)=[C:19](/[CH:23]=[C:6]2\[C:7](=[O:12])[NH:8][C:9]3[C:5]\2=[CH:4][C:3]([O:2][CH3:1])=[CH:11][CH:10]=3)[NH:20][C:21]=1[CH3:22])(=[O:16])=[O:15]. The catalyst class is: 8. (8) Reactant: C(OC([N:8]1[CH2:13][CH2:12][CH2:11][CH:10]([CH2:14][C:15]2[CH:25]=[CH:24][C:18]3[O:19][C:20]([F:23])([F:22])[O:21][C:17]=3[CH:16]=2)[CH2:9]1)=O)(C)(C)C.Cl. Product: [F:23][C:20]1([F:22])[O:19][C:18]2[CH:24]=[CH:25][C:15]([CH2:14][CH:10]3[CH2:11][CH2:12][CH2:13][NH:8][CH2:9]3)=[CH:16][C:17]=2[O:21]1. The catalyst class is: 2.